This data is from Peptide-MHC class I binding affinity with 185,985 pairs from IEDB/IMGT. The task is: Regression. Given a peptide amino acid sequence and an MHC pseudo amino acid sequence, predict their binding affinity value. This is MHC class I binding data. (1) The peptide sequence is RSRCRLHHL. The MHC is BoLA-JSP.1 with pseudo-sequence BoLA-JSP.1. The binding affinity (normalized) is 0.0641. (2) The peptide sequence is AALLDGGNM. The MHC is H-2-Db with pseudo-sequence H-2-Db. The binding affinity (normalized) is 0.455.